From a dataset of Catalyst prediction with 721,799 reactions and 888 catalyst types from USPTO. Predict which catalyst facilitates the given reaction. (1) Reactant: [CH2:1]([C:5]1[N:9]([C:10]2[CH:15]=[CH:14][C:13]([NH:16][C:17]([NH:19][CH2:20][CH3:21])=[O:18])=[CH:12][CH:11]=2)[N:8]=[N:7][C:6]=1[C:22]([NH:24][CH:25]1[CH2:27][CH2:26]1)=[O:23])CC=C.C(#N)C.O.C[N+]1([O-])CC[O:36]CC1.[CH3:40][C:41]([CH3:43])=[O:42]. Product: [CH:25]1([NH:24][C:22]([C:6]2[N:7]=[N:8][N:9]([C:10]3[CH:15]=[CH:14][C:13]([NH:16][C:17]([NH:19][CH2:20][CH3:21])=[O:18])=[CH:12][CH:11]=3)[C:5]=2[CH2:1][CH2:40][CH:41]([OH:42])[CH2:43][OH:36])=[O:23])[CH2:27][CH2:26]1. The catalyst class is: 771. (2) Reactant: ClC(Cl)(O[C:5](=[O:11])OC(Cl)(Cl)Cl)Cl.[F:13][C:14]1[CH:20]=[CH:19][C:17]([NH2:18])=[CH:16][CH:15]=1.C(N(CC)C(C)C)(C)C.ClC1[CH:36]=[CH:35][C:34]([C@@H:37]2[C@@H:41]([NH:42][CH3:43])[CH2:40][N:39]([C:44]([CH:46]3[CH2:51][CH2:50][N:49]([C:52]([C:54]4([CH3:57])[CH2:56][CH2:55]4)=[O:53])[CH2:48][CH2:47]3)=[O:45])[CH2:38]2)=[CH:33][CH:32]=1.Cl[CH2:59][Cl:60]. Product: [Cl:60][C:59]1[CH:36]=[CH:35][C:34]([C@H:37]2[CH2:38][N:39]([C:44]([CH:46]3[CH2:47][CH2:48][N:49]([C:52]([C:54]4([CH3:57])[CH2:55][CH2:56]4)=[O:53])[CH2:50][CH2:51]3)=[O:45])[CH2:40][C@@H:41]2[N:42]([CH3:43])[C:5]([NH:18][C:17]2[CH:19]=[CH:20][C:14]([F:13])=[CH:15][CH:16]=2)=[O:11])=[CH:33][CH:32]=1. The catalyst class is: 13. (3) Reactant: C[O:2][C:3]1[CH:4]=[C:5]([S:9]([CH2:12][CH2:13][CH2:14][N:15]2C(=O)C3C(=CC=CC=3)C2=O)(=[O:11])=[O:10])[CH:6]=[CH:7][CH:8]=1.[BrH:26]. Product: [BrH:26].[NH2:15][CH2:14][CH2:13][CH2:12][S:9]([C:5]1[CH:4]=[C:3]([OH:2])[CH:8]=[CH:7][CH:6]=1)(=[O:10])=[O:11]. The catalyst class is: 15. (4) Reactant: [CH:1]1([CH2:6][CH:7]([N:11]2[C:19]3[C:14](=[CH:15][C:16]([O:20][CH3:21])=[CH:17][CH:18]=3)[C:13](=[O:22])[C:12]2=[O:23])[C:8]([OH:10])=O)[CH2:5][CH2:4][CH2:3][CH2:2]1.[S:24]1[CH:28]=[CH:27][N:26]=[C:25]1[NH2:29].C(N(CC)C(C)C)(C)C.F[P-](F)(F)(F)(F)F.N1(O[P+](N(C)C)(N(C)C)N(C)C)C2C=CC=CC=2N=N1. Product: [CH:1]1([CH2:6][CH:7]([N:11]2[C:19]3[C:14](=[CH:15][C:16]([O:20][CH3:21])=[CH:17][CH:18]=3)[C:13](=[O:22])[C:12]2=[O:23])[C:8]([NH:29][C:25]2[S:24][CH:28]=[CH:27][N:26]=2)=[O:10])[CH2:5][CH2:4][CH2:3][CH2:2]1. The catalyst class is: 42. (5) Reactant: Br[C:2]1[C:3]([N:22]2[CH2:26][C@H:25]([CH2:27][OH:28])[C@@H:24]([OH:29])[CH2:23]2)=[N:4][CH:5]=[C:6]([CH:21]=1)[C:7]([NH:9][C:10]1[CH:15]=[CH:14][C:13]([O:16][C:17]([F:20])([F:19])[F:18])=[CH:12][CH:11]=1)=[O:8].[B:30]1([B:30]2[O:34][C:33]([CH3:36])([CH3:35])[C:32]([CH3:38])([CH3:37])[O:31]2)[O:34][C:33]([CH3:36])([CH3:35])[C:32]([CH3:38])([CH3:37])[O:31]1.COC1C=CC=C(OC)C=1C1C=CC=CC=1P(C1CCCCC1)C1CCCCC1.[O-]P([O-])([O-])=O.[K+].[K+].[K+]. Product: [OH:29][C@@H:24]1[C@@H:25]([CH2:27][OH:28])[CH2:26][N:22]([C:3]2[C:2]([B:30]3[O:34][C:33]([CH3:36])([CH3:35])[C:32]([CH3:38])([CH3:37])[O:31]3)=[CH:21][C:6]([C:7]([NH:9][C:10]3[CH:15]=[CH:14][C:13]([O:16][C:17]([F:20])([F:19])[F:18])=[CH:12][CH:11]=3)=[O:8])=[CH:5][N:4]=2)[CH2:23]1. The catalyst class is: 318.